Task: Predict the reaction yield, written as a fraction of the theoretical maximum amount of product (1.0 means a 100% yield; for example, 0.34 means a 34% yield).. Dataset: Reaction yield outcomes from USPTO patents with 853,638 reactions (1) The reactants are CC([Si](C)(C)[O:6][CH2:7][C:8]1[CH:16]=[C:15]2[N:11]([CH2:12][CH2:13][CH2:14]2)[C:10](=[O:17])[CH:9]=1)(C)C.C(O)(=O)C.[F-].C([N+](CCCC)(CCCC)CCCC)CCC. The catalyst is O1CCCC1. The product is [OH:6][CH2:7][C:8]1[CH:16]=[C:15]2[N:11]([CH2:12][CH2:13][CH2:14]2)[C:10](=[O:17])[CH:9]=1. The yield is 0.800. (2) The reactants are [F:1][C:2]1[CH:7]=[CH:6][CH:5]=[CH:4][C:3]=1[NH:8][C:9]1[O:13][C:12]([C:14]([NH:16][CH:17]2[CH2:22][CH2:21][NH:20][CH2:19][CH2:18]2)=[O:15])=[N:11][N:10]=1.Cl[C:24]1[CH:32]=[CH:31][C:27]([C:28]([NH2:30])=[O:29])=[CH:26][N:25]=1. The catalyst is CN(C=O)C. The yield is 0.0250. The product is [F:1][C:2]1[CH:7]=[CH:6][CH:5]=[CH:4][C:3]=1[NH:8][C:9]1[O:13][C:12]([C:14]([NH:16][CH:17]2[CH2:18][CH2:19][N:20]([C:24]3[CH:32]=[CH:31][C:27]([C:28]([NH2:30])=[O:29])=[CH:26][N:25]=3)[CH2:21][CH2:22]2)=[O:15])=[N:11][N:10]=1. (3) The product is [CH2:8]([N:5]1[CH2:6][CH2:7][CH:2]([N:1]=[CH:15][C:17]2[CH:22]=[CH:21][N:20]=[CH:19][CH:18]=2)[CH2:3][CH2:4]1)[C:9]1[CH:14]=[CH:13][CH:12]=[CH:11][CH:10]=1. The yield is 1.00. The catalyst is C(O)C. The reactants are [NH2:1][CH:2]1[CH2:7][CH2:6][N:5]([CH2:8][C:9]2[CH:14]=[CH:13][CH:12]=[CH:11][CH:10]=2)[CH2:4][CH2:3]1.[CH:15]([C:17]1[CH:22]=[CH:21][N:20]=[CH:19][CH:18]=1)=O. (4) The reactants are [C:1]([O:5][C:6]([N:8]1[CH2:13][C@H:12]([CH2:14][O:15][CH3:16])[N:11]([CH2:17][C:18]([N:20]2[C:28]3[CH:27]=[C:26]([C:29]4[CH2:33][CH2:32][CH2:31][CH:30]=4)[N:25]=[CH:24][C:23]=3[C:22]([CH3:35])([CH3:34])[CH2:21]2)=[O:19])[CH2:10][C@H:9]1[CH3:36])=[O:7])([CH3:4])([CH3:3])[CH3:2]. The catalyst is C1COCC1.CO.[Pd]. The product is [C:1]([O:5][C:6]([N:8]1[CH2:13][C@H:12]([CH2:14][O:15][CH3:16])[N:11]([CH2:17][C:18]([N:20]2[C:28]3[CH:27]=[C:26]([CH:29]4[CH2:30][CH2:31][CH2:32][CH2:33]4)[N:25]=[CH:24][C:23]=3[C:22]([CH3:35])([CH3:34])[CH2:21]2)=[O:19])[CH2:10][C@H:9]1[CH3:36])=[O:7])([CH3:4])([CH3:2])[CH3:3]. The yield is 0.870. (5) The reactants are C1(C)C=CC(S([CH2:10][N+:11]#[C-:12])(=O)=O)=CC=1.[CH3:14][CH:15]([CH3:22])/[CH:16]=[CH:17]/[C:18]([O:20][CH3:21])=[O:19].CC(C)([O-])C.[K+]. No catalyst specified. The product is [CH:15]([C:16]1[C:17]([C:18]([O:20][CH3:21])=[O:19])=[CH:10][NH:11][CH:12]=1)([CH3:22])[CH3:14]. The yield is 0.540. (6) The reactants are C([Mg]Br)C.[CH:5]1([C:8]#[CH:9])[CH2:7][CH2:6]1.[N:10]([C:13]1[S:14][C:15]2[CH2:16][CH2:17][O:18][C:19]3[CH:26]=[C:25]([Br:27])[CH:24]=[CH:23][C:20]=3[C:21]=2[N:22]=1)=[N+:11]=[N-:12]. The catalyst is C1COCC1. The product is [Br:27][C:25]1[CH:24]=[CH:23][C:20]2[C:21]3[N:22]=[C:13]([N:10]4[C:8]([CH:5]5[CH2:7][CH2:6]5)=[CH:9][N:12]=[N:11]4)[S:14][C:15]=3[CH2:16][CH2:17][O:18][C:19]=2[CH:26]=1. The yield is 0.640. (7) The catalyst is C1COCC1. The reactants are [CH3:1]N(N=O)C(N[N+]([O-])=O)=N.C(OCC)C.[OH-].[Na+].[S:18]1[C:22]2[CH:23]=[C:24]([C:27]([OH:29])=[O:28])[CH:25]=[CH:26][C:21]=2[N:20]=[CH:19]1. The yield is 1.00. The product is [CH3:1][O:28][C:27]([C:24]1[CH:25]=[CH:26][C:21]2[N:20]=[CH:19][S:18][C:22]=2[CH:23]=1)=[O:29]. (8) The reactants are [CH3:1][O:2][C:3]1[CH:4]=[C:5]([CH:9]2[CH2:18][C:17]([CH3:20])([CH3:19])[C:16]3[C:11](=[CH:12][CH:13]=[C:14]([C:21](NS(C)(=O)=O)=[O:22])[CH:15]=3)[NH:10]2)[CH:6]=[CH:7][CH:8]=1.[OH-:28].[Na+].O.Cl. The catalyst is C(#N)C. The product is [CH3:1][O:2][C:3]1[CH:4]=[C:5]([CH:9]2[CH2:18][C:17]([CH3:20])([CH3:19])[C:16]3[C:11](=[CH:12][CH:13]=[C:14]([C:21]([OH:22])=[O:28])[CH:15]=3)[NH:10]2)[CH:6]=[CH:7][CH:8]=1. The yield is 0.900.